The task is: Predict the reaction yield, written as a fraction of the theoretical maximum amount of product (1.0 means a 100% yield; for example, 0.34 means a 34% yield).. This data is from Reaction yield outcomes from USPTO patents with 853,638 reactions. (1) The product is [Cl:1][C:2]1[CH:3]=[CH:4][C:5]([O:20][CH3:21])=[C:6]([C:8]([CH3:19])([CH3:18])[CH2:9][C:10]([OH:24])([C:14]([F:17])([F:16])[F:15])[CH:11]=[O:12])[CH:7]=1. The yield is 0.984. No catalyst specified. The reactants are [Cl:1][C:2]1[CH:3]=[CH:4][C:5]([O:20][CH3:21])=[C:6]([C:8]([CH3:19])([CH3:18])[CH2:9][CH:10]([C:14]([F:17])([F:16])[F:15])[CH:11](O)[OH:12])[CH:7]=1.C(Cl)(=O)C(Cl)=[O:24].CS(C)=O. (2) The reactants are C[O:2][P:3]([CH2:7][C:8]([CH3:25])=[CH:9][CH2:10][C:11]1[C:12]([OH:24])=[C:13]2[C:17](=[C:18]([CH3:22])[C:19]=1[O:20][CH3:21])[CH2:16][O:15][C:14]2=[O:23])(=[O:6])[O:4]C.C[Si](Br)(C)C.N1C(C)=CC=CC=1C. The catalyst is C(#N)C. The product is [OH:24][C:12]1[C:11]([CH2:10][CH:9]=[C:8]([CH3:25])[CH2:7][P:3](=[O:2])([OH:6])[OH:4])=[C:19]([O:20][CH3:21])[C:18]([CH3:22])=[C:17]2[C:13]=1[C:14](=[O:23])[O:15][CH2:16]2. The yield is 0.730.